Dataset: Full USPTO retrosynthesis dataset with 1.9M reactions from patents (1976-2016). Task: Predict the reactants needed to synthesize the given product. Given the product [CH3:1][O:2][C:3]1[CH:4]=[C:5]2[C:10](=[CH:11][CH:12]=1)[N:9]([C:13]1[C:14]([C:27]3[CH:32]=[CH:31][CH:30]=[CH:29][CH:28]=3)=[N:15][C:16]3[C:21]([N:22]=1)=[CH:20][C:19]([C:23]([OH:25])=[O:24])=[CH:18][CH:17]=3)[CH2:8][CH2:7][CH2:6]2, predict the reactants needed to synthesize it. The reactants are: [CH3:1][O:2][C:3]1[CH:4]=[C:5]2[C:10](=[CH:11][CH:12]=1)[N:9]([C:13]1[C:14]([C:27]3[CH:32]=[CH:31][CH:30]=[CH:29][CH:28]=3)=[N:15][C:16]3[C:21]([N:22]=1)=[CH:20][C:19]([C:23]([O:25]C)=[O:24])=[CH:18][CH:17]=3)[CH2:8][CH2:7][CH2:6]2.[OH-].[Na+].